From a dataset of Reaction yield outcomes from USPTO patents with 853,638 reactions. Predict the reaction yield, written as a fraction of the theoretical maximum amount of product (1.0 means a 100% yield; for example, 0.34 means a 34% yield). (1) The reactants are [Cl:1][C:2]1[C:12]([CH:13]=O)=[CH:11][CH:10]=[C:9]([Si:15]([CH3:18])([CH3:17])[CH3:16])[C:3]=1[C:4]([NH:6][CH2:7][CH3:8])=[O:5].[N+:19]([CH3:22])([O-:21])=[O:20].[OH-].[Na+].Cl. The catalyst is CO. The product is [Cl:1][C:2]1[C:12](/[CH:13]=[CH:22]/[N+:19]([O-:21])=[O:20])=[CH:11][CH:10]=[C:9]([Si:15]([CH3:18])([CH3:17])[CH3:16])[C:3]=1[C:4]([NH:6][CH2:7][CH3:8])=[O:5]. The yield is 0.260. (2) The reactants are [NH2:1][C:2]1[CH:6]=[C:5]([C:7]2[CH:12]=[CH:11][C:10]([O:13][CH3:14])=[CH:9][CH:8]=2)[S:4][C:3]=1[C:15]([OH:17])=[O:16].[N:18]([C:21]1[C:26]([CH3:27])=[CH:25][C:24]([CH3:28])=[CH:23][C:22]=1[CH3:29])=[C:19]=[O:20].C(N(CC)CC)C. The catalyst is CN(C=O)C. The product is [CH3:14][O:13][C:10]1[CH:9]=[CH:8][C:7]([C:5]2[S:4][C:3]([C:15]([OH:17])=[O:16])=[C:2]([NH:1][C:19]([NH:18][C:21]3[C:22]([CH3:29])=[CH:23][C:24]([CH3:28])=[CH:25][C:26]=3[CH3:27])=[O:20])[CH:6]=2)=[CH:12][CH:11]=1. The yield is 0.290. (3) The reactants are [SH:1][C:2]1[CH:11]=[C:10]2[C:5]([C:6]([Br:16])=[N:7][N:8]([CH:13]([CH3:15])[CH3:14])[C:9]2=[O:12])=[CH:4][CH:3]=1.[H-].[Na+].[CH3:19]I. The catalyst is O1CCCC1. The product is [CH3:19][S:1][C:2]1[CH:11]=[C:10]2[C:5]([C:6]([Br:16])=[N:7][N:8]([CH:13]([CH3:14])[CH3:15])[C:9]2=[O:12])=[CH:4][CH:3]=1. The yield is 0.540. (4) The reactants are [F:1][C:2]1[C:10]([F:11])=[CH:9][C:5]([C:6]([NH2:8])=O)=[C:4]([N+:12]([O-:14])=[O:13])[CH:3]=1.O(C(C(F)(F)F)=O)C(C(F)(F)F)=O.CCN(CC)CC. The catalyst is C(Cl)Cl. The product is [F:1][C:2]1[C:10]([F:11])=[CH:9][C:5]([C:6]#[N:8])=[C:4]([N+:12]([O-:14])=[O:13])[CH:3]=1. The yield is 1.00. (5) No catalyst specified. The product is [F:1][C:2]1[CH:10]=[C:9]2[C:5]([C:6]([C:11]3[CH:12]=[CH:13][C:14]([N:17]4[CH2:22][CH2:21][CH:20]([NH:23][S:24]([CH2:27][CH2:28][N:29]5[CH2:34][CH2:33][O:32][CH2:31][CH2:30]5)(=[O:26])=[O:25])[CH2:19][CH2:18]4)=[N:15][CH:16]=3)=[CH:7][NH:8]2)=[CH:4][CH:3]=1. The reactants are [F:1][C:2]1[CH:10]=[C:9]2[C:5]([C:6]([C:11]3[CH:12]=[CH:13][C:14]([N:17]4[CH2:22][CH2:21][CH:20]([NH:23][S:24]([CH:27]=[CH2:28])(=[O:26])=[O:25])[CH2:19][CH2:18]4)=[N:15][CH:16]=3)=[CH:7][NH:8]2)=[CH:4][CH:3]=1.[NH:29]1[CH2:34][CH2:33][O:32][CH2:31][CH2:30]1. The yield is 0.160.